This data is from Full USPTO retrosynthesis dataset with 1.9M reactions from patents (1976-2016). The task is: Predict the reactants needed to synthesize the given product. (1) Given the product [CH3:28][O:31][C:11]1[CH:12]=[C:13]([C:14]2[CH2:34][CH:3]([CH2:4][CH2:5][CH2:6][OH:7])[O:8][N:9]=2)[CH:26]=[CH:27][C:10]=1[O:20][CH3:15], predict the reactants needed to synthesize it. The reactants are: ClN1[C:6](=[O:7])[CH2:5][CH2:4][C:3]1=[O:8].[N:9]1[CH:14]=[CH:13][CH:12]=[CH:11][CH:10]=1.[CH2:15]([OH:20])CCC=C.C(N([CH2:26][CH3:27])CC)C.[C:28]([O-:31])(O)=O.[Na+].O1CCC[CH2:34]1. (2) Given the product [Br:24][C:21]1[CH:22]=[CH:23][C:18]([CH:9]([C:8]([O:15][CH3:16])=[O:14])[C:10]([O:12][CH3:13])=[O:11])=[C:19]([N+:25]([O-:27])=[O:26])[CH:20]=1, predict the reactants needed to synthesize it. The reactants are: [H-].[Na+].CN(C=O)C.[C:8]([O:15][CH3:16])(=[O:14])[CH2:9][C:10]([O:12][CH3:13])=[O:11].Br[C:18]1[CH:23]=[CH:22][C:21]([Br:24])=[CH:20][C:19]=1[N+:25]([O-:27])=[O:26]. (3) Given the product [C:29]([C:28]1[CH:31]=[CH:32][C:25]([NH:24][C:1]([C:4]23[CH2:11][CH2:10][C:7]([NH:12][CH2:13][C:14]([N:16]4[CH2:20][C@@H:19]([F:21])[CH2:18][C@H:17]4[C:22]#[N:23])=[O:15])([CH2:6][CH2:5]2)[CH2:8][CH2:9]3)=[O:3])=[CH:26][CH:27]=1)#[N:30], predict the reactants needed to synthesize it. The reactants are: [C:1]([C:4]12[CH2:11][CH2:10][C:7]([NH:12][CH2:13][C:14]([N:16]3[CH2:20][C@@H:19]([F:21])[CH2:18][C@H:17]3[C:22]#[N:23])=[O:15])([CH2:8][CH2:9]1)[CH2:6][CH2:5]2)([OH:3])=O.[NH2:24][C:25]1[CH:32]=[CH:31][C:28]([C:29]#[N:30])=[CH:27][CH:26]=1. (4) Given the product [CH3:22][O:23][C:24]1[N:29]=[C:28]([CH3:30])[C:27]([CH2:34][C:2]2[CH:3]=[C:4]([CH:19]=[CH:20][CH:21]=2)[CH:5]=[C:6]2[CH2:11][CH2:10][N:9]([C:12]([O:14][C:15]([CH3:18])([CH3:17])[CH3:16])=[O:13])[CH2:8][CH2:7]2)=[CH:26][CH:25]=1, predict the reactants needed to synthesize it. The reactants are: O[C:2]1[CH:3]=[C:4]([CH:19]=[CH:20][CH:21]=1)[CH:5]=[C:6]1[CH2:11][CH2:10][N:9]([C:12]([O:14][C:15]([CH3:18])([CH3:17])[CH3:16])=[O:13])[CH2:8][CH2:7]1.[CH3:22][O:23][C:24]1[N:29]=[C:28]([CH3:30])[C:27](B(O)O)=[CH:26][CH:25]=1.[CH2:34](N(CC)CC)C. (5) Given the product [Cl:1][C:2]1[CH:3]=[C:4]([CH2:10][F:11])[C:5]([C:8]([OH:12])=[O:9])=[N:6][CH:7]=1, predict the reactants needed to synthesize it. The reactants are: [Cl:1][C:2]1[CH:3]=[C:4]([CH2:10][F:11])[C:5]([CH:8]=[O:9])=[N:6][CH:7]=1.[OH-:12].[Na+]. (6) Given the product [CH2:9]([NH:16][C:17]1[CH:26]=[CH:25][C:20]([C:1]([NH2:3])=[O:2])=[C:19]([O:27][CH3:28])[CH:18]=1)[C:10]1[CH:11]=[CH:12][CH:13]=[CH:14][CH:15]=1, predict the reactants needed to synthesize it. The reactants are: [CH:1]([NH2:3])=[O:2].C[O-].[Na+].CO.[CH2:9]([NH:16][C:17]1[CH:26]=[CH:25][C:20](C(OC)=O)=[C:19]([O:27][CH3:28])[CH:18]=1)[C:10]1[CH:15]=[CH:14][CH:13]=[CH:12][CH:11]=1.Cl.